From a dataset of Catalyst prediction with 721,799 reactions and 888 catalyst types from USPTO. Predict which catalyst facilitates the given reaction. (1) Reactant: [O:1]=[C:2]1[CH2:6][S:5][C:4](=[S:7])[N:3]1[CH2:8][CH2:9][C:10]([OH:12])=O.C(N(CC)C(C)C)(C)C.C(Cl)(=O)C(C)(C)C.[NH2:29][C:30]1[CH:35]=[CH:34][CH:33]=[CH:32][C:31]=1[OH:36]. Product: [OH:36][C:31]1[CH:32]=[CH:33][CH:34]=[CH:35][C:30]=1[NH:29][C:10](=[O:12])[CH2:9][CH2:8][N:3]1[C:2](=[O:1])[CH2:6][S:5][C:4]1=[S:7]. The catalyst class is: 26. (2) Reactant: [Br:1][C:2]1[CH:3]=[CH:4][C:5]2[S:9][C:8]([SH:10])=[N:7][C:6]=2[CH:11]=1.[CH2:12](N(CC)CC)C.CI. Product: [Br:1][C:2]1[CH:3]=[CH:4][C:5]2[S:9][C:8]([S:10][CH3:12])=[N:7][C:6]=2[CH:11]=1. The catalyst class is: 14. (3) Product: [Cl:4][C:5]1[CH:12]=[CH:11][C:8]([CH2:9][C:14]2([OH:13])[CH2:17][CH:16]([C:18]([OH:20])=[O:19])[CH2:15]2)=[CH:7][CH:6]=1. Reactant: [Mg].II.[Cl:4][C:5]1[CH:12]=[CH:11][C:8]([CH2:9]Cl)=[CH:7][CH:6]=1.[O:13]=[C:14]1[CH2:17][CH:16]([C:18]([OH:20])=[O:19])[CH2:15]1.Cl. The catalyst class is: 332. (4) Reactant: [CH3:1][O:2][CH2:3][CH2:4][C:5]1[CH:6]=[C:7]([NH:14]C(=O)OC(C)(C)C)[C:8]2[O:12][CH2:11][O:10][C:9]=2[CH:13]=1.Cl. Product: [CH3:1][O:2][CH2:3][CH2:4][C:5]1[CH:6]=[C:7]([NH2:14])[C:8]2[O:12][CH2:11][O:10][C:9]=2[CH:13]=1. The catalyst class is: 5. (5) Reactant: [Cl:1][C:2]1[CH:7]=[CH:6][C:5]([C:8]2[CH:13]=[C:12]([C:14]([F:17])([F:16])[F:15])[N:11]=[C:10]([C:18]#[N:19])[N:9]=2)=[CH:4][CH:3]=1.Cl.[NH2:21][OH:22].C(=O)([O-])[O-].[Na+].[Na+]. Product: [Cl:1][C:2]1[CH:3]=[CH:4][C:5]([C:8]2[CH:13]=[C:12]([C:14]([F:16])([F:15])[F:17])[N:11]=[C:10]([C:18]([NH:21][OH:22])=[NH:19])[N:9]=2)=[CH:6][CH:7]=1. The catalyst class is: 97. (6) Reactant: Cl.[CH3:2][N:3]([CH3:7])[CH2:4][CH2:5]Cl.[Br:8][C:9]1[CH:10]=[CH:11][C:12]2[O:16][C:15](=[O:17])[NH:14][C:13]=2[CH:18]=1.C(=O)([O-])[O-].[K+].[K+]. Product: [Br:8][C:9]1[CH:10]=[CH:11][C:12]2[O:16][C:15](=[O:17])[N:14]([CH2:5][CH2:4][N:3]([CH3:7])[CH3:2])[C:13]=2[CH:18]=1. The catalyst class is: 3.